This data is from Forward reaction prediction with 1.9M reactions from USPTO patents (1976-2016). The task is: Predict the product of the given reaction. (1) Given the reactants [CH3:1][C:2]1[N:6]2[CH:7]=[C:8]([C:11]([F:14])([F:13])[F:12])[CH:9]=[CH:10][C:5]2=[N:4][C:3]=1[NH:15][S:16]([C:19]1[CH:24]=[CH:23][CH:22]=[CH:21][CH:20]=1)(=[O:18])=[O:17].C([O-])([O-])=O.[Na+].[Na+].[F:31][C:32]1[CH:33]=[C:34]([CH:37]=[CH:38][C:39]=1[C:40]([F:43])([F:42])[F:41])[CH2:35]Br, predict the reaction product. The product is: [F:31][C:32]1[CH:33]=[C:34]([CH:37]=[CH:38][C:39]=1[C:40]([F:41])([F:42])[F:43])[CH2:35][N:15]([C:3]1[N:4]=[C:5]2[CH:10]=[CH:9][C:8]([C:11]([F:12])([F:13])[F:14])=[CH:7][N:6]2[C:2]=1[CH3:1])[S:16]([C:19]1[CH:24]=[CH:23][CH:22]=[CH:21][CH:20]=1)(=[O:18])=[O:17]. (2) Given the reactants [Cl:1][C:2]1[CH:7]=[CH:6][C:5]([C:8]([N:10]=[C:11]=[S:12])=[O:9])=[CH:4][CH:3]=1.[CH3:13][O:14][C:15]1[CH:16]=[C:17]2[C:22](=[CH:23][C:24]=1[O:25][CH3:26])[N:21]=[CH:20][CH:19]=[C:18]2[O:27][C:28]1[CH:34]=[CH:33][C:31]([NH2:32])=[CH:30][C:29]=1[CH3:35].C1(C)C=CC=CC=1, predict the reaction product. The product is: [Cl:1][C:2]1[CH:3]=[CH:4][C:5]([C:8]([NH:10][C:11]([NH:32][C:31]2[CH:33]=[CH:34][C:28]([O:27][C:18]3[C:17]4[C:22](=[CH:23][C:24]([O:25][CH3:26])=[C:15]([O:14][CH3:13])[CH:16]=4)[N:21]=[CH:20][CH:19]=3)=[C:29]([CH3:35])[CH:30]=2)=[S:12])=[O:9])=[CH:6][CH:7]=1. (3) The product is: [N+:17]([C:20]1[CH:25]=[CH:24][CH:23]=[CH:22][C:21]=1[S:26]([N:29]1[CH2:2][CH:1]1[C@H:3]1[CH2:4][CH2:5][C@H:6]([NH:9][C:10](=[O:16])[O:11][C:12]([CH3:15])([CH3:14])[CH3:13])[CH2:7][CH2:8]1)(=[O:27])=[O:28])([O-:19])=[O:18]. Given the reactants [CH:1]([CH:3]1[CH2:8][CH2:7][CH:6]([NH:9][C:10](=[O:16])[O:11][C:12]([CH3:15])([CH3:14])[CH3:13])[CH2:5][CH2:4]1)=[CH2:2].[N+:17]([C:20]1[CH:25]=[CH:24][CH:23]=[CH:22][C:21]=1[S:26]([N:29]=C1CCCCI1C1C=CC=CC=1)(=[O:28])=[O:27])([O-:19])=[O:18], predict the reaction product.